Dataset: Full USPTO retrosynthesis dataset with 1.9M reactions from patents (1976-2016). Task: Predict the reactants needed to synthesize the given product. (1) Given the product [CH2:9]([O:11][C:12](=[O:19])[CH2:13][C:14]([S:8][CH2:1][C:2]1[CH:7]=[CH:6][CH:5]=[CH:4][CH:3]=1)([CH3:18])[CH2:15][CH2:16][CH3:17])[CH3:10], predict the reactants needed to synthesize it. The reactants are: [CH2:1]([SH:8])[C:2]1[CH:7]=[CH:6][CH:5]=[CH:4][CH:3]=1.[CH2:9]([O:11][C:12](=[O:19])[CH:13]=[C:14]([CH3:18])[CH2:15][CH2:16][CH3:17])[CH3:10]. (2) The reactants are: [F:1][C:2]1[CH:3]=[C:4]([CH:9]2[C:17]3[O:16][C:15](=O)[NH:14][C:13](=[O:19])[C:12]=3[CH2:11][CH2:10]2)[CH:5]=[CH:6][C:7]=1[F:8].[OH-].[NH4+:21]. Given the product [F:1][C:2]1[CH:3]=[C:4]([CH:9]2[C:17]3[NH:21][C:15](=[O:16])[NH:14][C:13](=[O:19])[C:12]=3[CH2:11][CH2:10]2)[CH:5]=[CH:6][C:7]=1[F:8], predict the reactants needed to synthesize it. (3) The reactants are: Cl.[Br:2][C:3]1[CH:4]=[C:5]([CH:25]=[C:26]([Br:28])[CH:27]=1)[CH2:6][N:7]([CH3:24])[C:8]([CH:10]1[CH2:15][NH:14][CH2:13][CH2:12][N:11]1[C:16]1[CH:21]=[CH:20][C:19]([F:22])=[CH:18][C:17]=1[CH3:23])=[O:9]. Given the product [Br:2][C:3]1[CH:4]=[C:5]([CH:25]=[C:26]([Br:28])[CH:27]=1)[CH2:6][N:7]([CH3:24])[C:8]([CH:10]1[CH2:15][NH:14][CH2:13][CH2:12][N:11]1[C:16]1[CH:21]=[CH:20][C:19]([F:22])=[CH:18][C:17]=1[CH3:23])=[O:9], predict the reactants needed to synthesize it. (4) The reactants are: [C:1]([O:5][C:6]([N:8]1[C@H:12]([CH:13]=[O:14])[CH2:11][C@@H:10]([CH:15]([CH3:17])[CH3:16])[C@@H:9]1[C:18]1[CH:23]=[CH:22][C:21]([O:24][CH3:25])=[C:20]([O:26][CH2:27][CH2:28][CH2:29][O:30][CH3:31])[CH:19]=1)=[O:7])([CH3:4])([CH3:3])[CH3:2].Br[CH2:33][C@@H:34]([CH:44]([CH3:46])[CH3:45])[CH2:35][O:36][CH2:37][C:38]1[CH:43]=[CH:42][CH:41]=[CH:40][CH:39]=1.[Mg].BrCCBr.[Cl-].[NH4+]. Given the product [C:1]([O:5][C:6]([N:8]1[C@H:12]([C@@H:13]([OH:14])[CH2:33][C@H:34]([CH2:35][O:36][CH2:37][C:38]2[CH:43]=[CH:42][CH:41]=[CH:40][CH:39]=2)[CH:44]([CH3:45])[CH3:46])[CH2:11][C@@H:10]([CH:15]([CH3:17])[CH3:16])[C@@H:9]1[C:18]1[CH:23]=[CH:22][C:21]([O:24][CH3:25])=[C:20]([O:26][CH2:27][CH2:28][CH2:29][O:30][CH3:31])[CH:19]=1)=[O:7])([CH3:4])([CH3:3])[CH3:2], predict the reactants needed to synthesize it.